Dataset: Forward reaction prediction with 1.9M reactions from USPTO patents (1976-2016). Task: Predict the product of the given reaction. (1) Given the reactants [ClH:1].[CH3:2][O:3][C:4]1[CH:13]=[CH:12][CH:11]=[C:10]2[C:5]=1[CH2:6][CH2:7][CH:8]([NH2:14])[CH2:9]2.[C:15]([O-])(=O)[CH3:16].[Na+].[C:20](O[BH-](OC(=O)C)OC(=O)C)(=O)C.[Na+].[OH-].[Na+].Cl, predict the reaction product. The product is: [ClH:1].[CH3:2][O:3][C:4]1[CH:13]=[CH:12][CH:11]=[C:10]2[C:5]=1[CH2:6][CH2:7][C@H:8]([NH:14][CH2:20][CH2:15][CH3:16])[CH2:9]2. (2) Given the reactants [CH3:1][S:2]([C:5]1[CH:10]=[CH:9][C:8]([C:11]2[CH:12]=[CH:13][C:14]([O:17][CH2:18][CH:19]3[CH2:24][CH2:23][NH:22][CH2:21][CH2:20]3)=[N:15][CH:16]=2)=[CH:7][CH:6]=1)(=[O:4])=[O:3].[CH:25]([O:28][C:29]1[CH:30]=[CH:31][C:32]([C:35](O)=[O:36])=[N:33][CH:34]=1)([CH3:27])[CH3:26], predict the reaction product. The product is: [CH:25]([O:28][C:29]1[CH:30]=[CH:31][C:32]([C:35]([N:22]2[CH2:23][CH2:24][CH:19]([CH2:18][O:17][C:14]3[CH:13]=[CH:12][C:11]([C:8]4[CH:9]=[CH:10][C:5]([S:2]([CH3:1])(=[O:3])=[O:4])=[CH:6][CH:7]=4)=[CH:16][N:15]=3)[CH2:20][CH2:21]2)=[O:36])=[N:33][CH:34]=1)([CH3:27])[CH3:26]. (3) Given the reactants C[O:2][C:3]([CH:5]1[CH2:10][N:9]([C:11]([O:13][C:14]([CH3:17])([CH3:16])[CH3:15])=[O:12])[C:8]2[CH:18]=[C:19]([Cl:30])[C:20]([NH:22][C:23]([O:25][C:26]([CH3:29])([CH3:28])[CH3:27])=[O:24])=[CH:21][C:7]=2[O:6]1)=[O:4].[Li+].[OH-], predict the reaction product. The product is: [C:14]([O:13][C:11]([N:9]1[C:8]2[CH:18]=[C:19]([Cl:30])[C:20]([NH:22][C:23]([O:25][C:26]([CH3:28])([CH3:27])[CH3:29])=[O:24])=[CH:21][C:7]=2[O:6][CH:5]([C:3]([OH:4])=[O:2])[CH2:10]1)=[O:12])([CH3:15])([CH3:16])[CH3:17]. (4) Given the reactants [NH2:1][C:2]1[CH:3]=[CH:4][C:5]([C:8]2[CH:13]=[CH:12][C:11]([C:14]34[CH2:21][CH2:20][C:17]([CH2:22][C:23]([O:25]C)=[O:24])([CH2:18][CH2:19]3)[O:16][CH2:15]4)=[CH:10][CH:9]=2)=[N:6][CH:7]=1.[CH3:27][C:28]1[O:29][C:30]([C:36]([F:39])([F:38])[F:37])=[C:31]([C:33](O)=[O:34])[N:32]=1.CN(C(ON1N=NC2C=CC=NC1=2)=[N+](C)C)C.F[P-](F)(F)(F)(F)F.[Li+].[OH-], predict the reaction product. The product is: [CH3:27][C:28]1[O:29][C:30]([C:36]([F:39])([F:37])[F:38])=[C:31]([C:33]([NH:1][C:2]2[CH:3]=[CH:4][C:5]([C:8]3[CH:13]=[CH:12][C:11]([C:14]45[CH2:21][CH2:20][C:17]([CH2:22][C:23]([OH:25])=[O:24])([CH2:18][CH2:19]4)[O:16][CH2:15]5)=[CH:10][CH:9]=3)=[N:6][CH:7]=2)=[O:34])[N:32]=1. (5) The product is: [F:28][C:22]1[CH:23]=[CH:24][C:25]([F:27])=[CH:26][C:21]=1[C@H:17]1[CH2:18][CH2:19][CH2:20][N:16]1[C:13]1[CH:14]=[CH:15][N:10]2[N:9]=[CH:8][C:7]([C:4]3[S:3][C:2]([C:37]4[CH:38]=[N:39][NH:40][CH:41]=4)=[N:6][N:5]=3)=[C:11]2[N:12]=1. Given the reactants Br[C:2]1[S:3][C:4]([C:7]2[CH:8]=[N:9][N:10]3[CH:15]=[CH:14][C:13]([N:16]4[CH2:20][CH2:19][CH2:18][C@@H:17]4[C:21]4[CH:26]=[C:25]([F:27])[CH:24]=[CH:23][C:22]=4[F:28])=[N:12][C:11]=23)=[N:5][N:6]=1.CC1(C)C(C)(C)OB([C:37]2[CH:38]=[N:39][N:40](C(OC(C)(C)C)=O)[CH:41]=2)O1.[O-]P([O-])([O-])=O.[K+].[K+].[K+], predict the reaction product. (6) Given the reactants [OH:1][CH:2]1[CH2:7][CH2:6][N:5]([C:8](=[O:19])[CH2:9][NH:10][C:11]2[C:12](=[O:18])[N:13]([CH3:17])[N:14]=[CH:15][CH:16]=2)[CH2:4][CH2:3]1.[N+:20]([C:23]1[CH:28]=[CH:27][CH:26]=[CH:25][C:24]=1O)([O-:22])=[O:21], predict the reaction product. The product is: [CH3:17][N:13]1[C:12](=[O:18])[C:11]([NH:10][CH2:9][C:8]([N:5]2[CH2:4][CH2:3][CH:2]([O:1][C:24]3[CH:25]=[CH:26][CH:27]=[CH:28][C:23]=3[N+:20]([O-:22])=[O:21])[CH2:7][CH2:6]2)=[O:19])=[CH:16][CH:15]=[N:14]1. (7) Given the reactants [CH2:1]([O:3][C:4]([C:6]1[CH2:7][C:8]2[C:13]([C:14]=1[C:15]1[CH:20]=[CH:19][CH:18]=[CH:17][CH:16]=1)=[CH:12][CH:11]=[C:10]([OH:21])[CH:9]=2)=[O:5])[CH3:2].[Se](=O)=[O:23], predict the reaction product. The product is: [CH2:1]([O:3][C:4]([C:6]1[C:7](=[O:23])[C:8]2[C:13]([C:14]=1[C:15]1[CH:20]=[CH:19][CH:18]=[CH:17][CH:16]=1)=[CH:12][CH:11]=[C:10]([OH:21])[CH:9]=2)=[O:5])[CH3:2].